This data is from Full USPTO retrosynthesis dataset with 1.9M reactions from patents (1976-2016). The task is: Predict the reactants needed to synthesize the given product. (1) Given the product [F:2][C:3]1[C:10]([O:11][C:12]2[CH:17]=[CH:16][CH:15]=[CH:14][CH:13]=2)=[CH:9][CH:8]=[CH:7][C:4]=1[CH2:5][NH:6][C:21](=[O:22])[C:20]1[CH:24]=[CH:25][CH:26]=[N:27][C:19]=1[NH2:18], predict the reactants needed to synthesize it. The reactants are: Cl.[F:2][C:3]1[C:10]([O:11][C:12]2[CH:17]=[CH:16][CH:15]=[CH:14][CH:13]=2)=[CH:9][CH:8]=[CH:7][C:4]=1[CH2:5][NH2:6].[NH2:18][C:19]1[N:27]=[CH:26][CH:25]=[CH:24][C:20]=1[C:21](O)=[O:22].CCN=C=NCCCN(C)C.N1C=CC=CC=1. (2) Given the product [F:7][C:8]1[CH:13]=[CH:12][C:11]([NH:14][CH2:15][C:16]2[C:17]([NH:24][CH3:25])=[N:18][C:19]([S:22][CH3:23])=[N:20][CH:21]=2)=[CH:10][C:9]=1[N+:26]([O-:28])=[O:27], predict the reactants needed to synthesize it. The reactants are: [H-].[H-].[H-].[H-].[Li+].[Al+3].[F:7][C:8]1[CH:13]=[CH:12][C:11]([N:14]=[CH:15][C:16]2[C:17]([NH:24][CH3:25])=[N:18][C:19]([S:22][CH3:23])=[N:20][CH:21]=2)=[CH:10][C:9]=1[N+:26]([O-:28])=[O:27].[OH-].[Na+].